From a dataset of Peptide-MHC class I binding affinity with 185,985 pairs from IEDB/IMGT. Regression. Given a peptide amino acid sequence and an MHC pseudo amino acid sequence, predict their binding affinity value. This is MHC class I binding data. (1) The binding affinity (normalized) is 0.886. The MHC is HLA-A02:03 with pseudo-sequence HLA-A02:03. The peptide sequence is TLTAAVLMLV. (2) The peptide sequence is KYYNDILKL. The MHC is HLA-B15:09 with pseudo-sequence HLA-B15:09. The binding affinity (normalized) is 0.0847.